This data is from Reaction yield outcomes from USPTO patents with 853,638 reactions. The task is: Predict the reaction yield, written as a fraction of the theoretical maximum amount of product (1.0 means a 100% yield; for example, 0.34 means a 34% yield). The reactants are [CH3:1][N:2]([C:4]([O:8][N:9]1[N:17]=[N:16][C:11]2[CH:12]=[CH:13][CH:14]=[N:15][C:10]1=2)=[N+:5]([CH3:7])[CH3:6])[CH3:3].[F:18][P-:19]([F:24])([F:23])([F:22])([F:21])[F:20].C1C=NC2N(O)N=NC=2C=1.CN1CCOCC1.Cl.C[C@]12[C@H]3C[C@H](C3(C)C)C[C@H]1OB([C@@H](N)CC(C)C)O2. The catalyst is CN(C=O)C. The product is [CH:13]1[CH:14]=[N:15][C:10]2[N:9]([OH:8])[N:17]=[N:16][C:11]=2[CH:12]=1.[CH3:7][N:5]([C:4]([O:8][N:9]1[N:17]=[N:16][C:11]2[CH:12]=[CH:13][CH:14]=[N:15][C:10]1=2)=[N+:2]([CH3:3])[CH3:1])[CH3:6].[F:18][P-:19]([F:24])([F:23])([F:22])([F:21])[F:20]. The yield is 0.660.